Dataset: Catalyst prediction with 721,799 reactions and 888 catalyst types from USPTO. Task: Predict which catalyst facilitates the given reaction. Reactant: [N:1]1([CH:17]2[CH2:22][CH2:21][NH:20][CH2:19][CH2:18]2)[CH2:6][CH2:5][CH:4]([N:7]2[C@H:11]3[CH2:12][CH2:13][CH2:14][CH2:15][C@@H:10]3[NH:9][C:8]2=[O:16])[CH2:3][CH2:2]1.[CH:23](N(C(C)C)CC)(C)C.[CH3:32][O:33][C:34]1[CH:38]=[CH:37][S:36][C:35]=1[C:39]([OH:41])=O.CN(C(ON1N=NC2C=CC=NC1=2)=[N+](C)C)C.F[P-](F)(F)(F)(F)F. Product: [CH3:32][O:33][C:34]1[CH:38]=[CH:37][S:36][C:35]=1[C:39]([N:20]1[CH2:21][CH2:22][CH:17]([N:1]2[CH2:2][CH2:3][CH:4]([N:7]3[C@H:11]4[CH2:12][CH2:13][CH2:14][CH2:15][C@@H:10]4[N:9]([CH3:23])[C:8]3=[O:16])[CH2:5][CH2:6]2)[CH2:18][CH2:19]1)=[O:41]. The catalyst class is: 3.